This data is from Full USPTO retrosynthesis dataset with 1.9M reactions from patents (1976-2016). The task is: Predict the reactants needed to synthesize the given product. Given the product [Cl:1][C:2]1[CH:3]=[C:4]2[C:9](=[CH:10][C:11]=1[C:12]([N:70]1[CH2:74][CH2:73][CH2:72][NH:71]1)=[O:14])[N:8]=[CH:7][N:6]=[C:5]2[NH:15][CH:16]([C:18]1[NH:22][C:21]2[CH:23]=[CH:24][C:25]([Cl:27])=[CH:26][C:20]=2[N:19]=1)[CH3:17], predict the reactants needed to synthesize it. The reactants are: [Cl:1][C:2]1[CH:3]=[C:4]2[C:9](=[CH:10][C:11]=1[C:12]([OH:14])=O)[N:8]=[CH:7][N:6]=[C:5]2[NH:15][CH:16]([C:18]1[NH:22][C:21]2[CH:23]=[CH:24][C:25]([Cl:27])=[CH:26][C:20]=2[N:19]=1)[CH3:17].FC1C(OC(N(C)C)=[N+](C)C)=C(F)C(F)=C(F)C=1F.F[P-](F)(F)(F)(F)F.C(N(C(C)C)CC)(C)C.C(OC([N:70]1[CH2:74][CH2:73][CH2:72][NH:71]1)=O)(C)(C)C.